Dataset: Full USPTO retrosynthesis dataset with 1.9M reactions from patents (1976-2016). Task: Predict the reactants needed to synthesize the given product. (1) Given the product [NH2:21][C@@:10]([CH3:20])([CH2:11][CH2:12][C:13]1[CH:18]=[CH:17][CH:16]=[CH:15][C:14]=1[Cl:19])[CH2:9][OH:8], predict the reactants needed to synthesize it. The reactants are: [H-].[Al+3].[Li+].[H-].[H-].[H-].C[O:8][C:9](=O)[C@:10]([NH2:21])([CH3:20])[CH2:11][CH2:12][C:13]1[CH:18]=[CH:17][CH:16]=[CH:15][C:14]=1[Cl:19].S([O-])([O-])(=O)=O.[Na+].[Na+]. (2) Given the product [Cl:20][C:7]1[C:6]2[C:11](=[C:2]([Cl:1])[CH:3]=[C:4]([N+:15]([O-:17])=[O:16])[CH:5]=2)[N:10]=[CH:9][C:8]=1[C:12]#[N:13], predict the reactants needed to synthesize it. The reactants are: [Cl:1][C:2]1[CH:3]=[C:4]([N+:15]([O-:17])=[O:16])[CH:5]=[C:6]2[C:11]=1[N:10]=[CH:9][C:8]([C:12]#[N:13])=[C:7]2O.P(Cl)(Cl)([Cl:20])=O. (3) Given the product [CH:2]1[C:11]2[C:6](=[CH:7][CH:8]=[CH:9][CH:10]=2)[CH:5]=[CH:4][N:3]=1, predict the reactants needed to synthesize it. The reactants are: O=[C:2]1[C:11]2[C:6](=[CH:7][CH:8]=[CH:9][CH:10]=2)[C:5]2C(=O)C3C=CC=CC=3[C:4]=2[NH:3]1.[BH4-].[Na+]. (4) Given the product [CH2:36]([O:39][C:40](=[O:60])[NH:41][C:42]1[CH:47]=[CH:46][C:45]([F:48])=[C:44]([C:49]2[N:76]=[C:75]([N:69]3[CH2:74][CH2:73][O:72][CH2:71][CH2:70]3)[S:77][C:50]=2[C:51]2[CH:56]=[CH:55][N:54]=[C:53]([Cl:57])[N:52]=2)[C:43]=1[F:59])[CH:37]=[CH2:38], predict the reactants needed to synthesize it. The reactants are: ClC1N=C(C2SC(N3CCCC3)=NC=2C2C=C(NS(C3C(F)=CC=CC=3F)(=O)=O)C=CC=2)C=CN=1.[CH2:36]([O:39][C:40](=[O:60])[NH:41][C:42]1[CH:47]=[CH:46][C:45]([F:48])=[C:44]([C:49](=O)[CH2:50][C:51]2[CH:56]=[CH:55][N:54]=[C:53]([Cl:57])[N:52]=2)[C:43]=1[F:59])[CH:37]=[CH2:38].C1C(=O)N(Br)C(=O)C1.[N:69]1([C:75](=[S:77])[NH2:76])[CH2:74][CH2:73][O:72][CH2:71][CH2:70]1.